This data is from CYP1A2 inhibition data for predicting drug metabolism from PubChem BioAssay. The task is: Regression/Classification. Given a drug SMILES string, predict its absorption, distribution, metabolism, or excretion properties. Task type varies by dataset: regression for continuous measurements (e.g., permeability, clearance, half-life) or binary classification for categorical outcomes (e.g., BBB penetration, CYP inhibition). Dataset: cyp1a2_veith. (1) The compound is COc1ccc(-c2csc3c2[N+]2=CCC=C2C3=O)cc1. The result is 1 (inhibitor). (2) The compound is Cc1ccc(S(=O)(=O)N/N=C\c2ccccc2OCc2ccccc2)cc1. The result is 1 (inhibitor).